This data is from Reaction yield outcomes from USPTO patents with 853,638 reactions. The task is: Predict the reaction yield, written as a fraction of the theoretical maximum amount of product (1.0 means a 100% yield; for example, 0.34 means a 34% yield). The reactants are Cl.[S:2]1[C:6]([C@H:7]2[NH:12][CH2:11][C@H:10]([N:13]([O:17][CH2:18][C:19]3[CH:24]=[CH:23][CH:22]=[CH:21][CH:20]=3)[C:14](Cl)=[O:15])[CH2:9][CH2:8]2)=[N:5][CH:4]=[N:3]1. The catalyst is C(Cl)Cl. The product is [CH2:18]([O:17][N:13]1[C:14](=[O:15])[N:12]2[CH2:11][C@H:10]1[CH2:9][CH2:8][C@H:7]2[C:6]1[S:2][N:3]=[CH:4][N:5]=1)[C:19]1[CH:24]=[CH:23][CH:22]=[CH:21][CH:20]=1. The yield is 0.510.